From a dataset of Forward reaction prediction with 1.9M reactions from USPTO patents (1976-2016). Predict the product of the given reaction. Given the reactants [OH:1][C:2]12[CH2:9][CH2:8][C:5]([CH2:10][CH2:11][C:12]([OH:14])=[O:13])([CH2:6][CH2:7]1)[CH2:4][CH2:3]2.[CH3:15][C:16](OC(O[C:16]([CH3:18])([CH3:17])[CH3:15])N(C)C)([CH3:18])[CH3:17], predict the reaction product. The product is: [OH:1][C:2]12[CH2:3][CH2:4][C:5]([CH2:10][CH2:11][C:12]([O:14][C:16]([CH3:18])([CH3:17])[CH3:15])=[O:13])([CH2:8][CH2:9]1)[CH2:6][CH2:7]2.